This data is from Reaction yield outcomes from USPTO patents with 853,638 reactions. The task is: Predict the reaction yield, written as a fraction of the theoretical maximum amount of product (1.0 means a 100% yield; for example, 0.34 means a 34% yield). The reactants are Cl.[NH2:2][C:3]1[N:11]=[CH:10][N:9]=[C:8]2[C:4]=1[N:5]=[CH:6][N:7]2[C:12]1[CH:17]=[CH:16][C:15]([NH:18][C:19]([NH:21][C:22]2[CH:27]=[CH:26][C:25]([Cl:28])=[C:24]([C:29]([F:32])([F:31])[F:30])[CH:23]=2)=[O:20])=[CH:14][CH:13]=1.[CH2:33]([N:36]=[C:37]=[O:38])[CH2:34][CH3:35]. The catalyst is N1C=CC=CC=1. The product is [Cl:28][C:25]1[CH:26]=[CH:27][C:22]([NH:21][C:19](=[O:20])[NH:18][C:15]2[CH:14]=[CH:13][C:12]([N:7]3[CH:6]=[N:5][C:4]4[C:8]3=[N:9][CH:10]=[N:11][C:3]=4[NH:2][C:37]([NH:36][CH2:33][CH2:34][CH3:35])=[O:38])=[CH:17][CH:16]=2)=[CH:23][C:24]=1[C:29]([F:31])([F:32])[F:30]. The yield is 0.640.